Dataset: Reaction yield outcomes from USPTO patents with 853,638 reactions. Task: Predict the reaction yield, written as a fraction of the theoretical maximum amount of product (1.0 means a 100% yield; for example, 0.34 means a 34% yield). (1) The reactants are [CH:1]([N:4]1[CH2:9][CH2:8][CH:7]([O:10][C:11]2[CH:19]=[CH:18][C:17]3[N:16]4[CH2:20][C@H:21]([CH3:25])[NH:22][C:23](=[O:24])[C:15]4=[CH:14][C:13]=3[CH:12]=2)[CH2:6][CH2:5]1)([CH3:3])[CH3:2].[CH3:26][O:27][CH2:28][CH2:29]Br.[H-].[Na+]. No catalyst specified. The product is [CH:1]([N:4]1[CH2:9][CH2:8][CH:7]([O:10][C:11]2[CH:19]=[CH:18][C:17]3[N:16]4[CH2:20][C@H:21]([CH3:25])[N:22]([CH2:29][CH2:28][O:27][CH3:26])[C:23](=[O:24])[C:15]4=[CH:14][C:13]=3[CH:12]=2)[CH2:6][CH2:5]1)([CH3:3])[CH3:2]. The yield is 0.300. (2) The reactants are C[O:2][C:3](=[O:30])[CH:4]=[CH:5][C:6]1[CH:7]=[CH:8][C:9]2[N:10]([C:12]([C:15]3[CH:20]=[C:19]([CH:21]([CH3:23])[CH3:22])[CH:18]=[C:17]([CH:24]([CH3:26])[CH3:25])[C:16]=3[O:27][CH2:28][CH3:29])=[CH:13][N:14]=2)[CH:11]=1.[Cl-].[NH4+]. The catalyst is CO.[OH-].[Na+]. The product is [CH2:28]([O:27][C:16]1[C:17]([CH:24]([CH3:26])[CH3:25])=[CH:18][C:19]([CH:21]([CH3:23])[CH3:22])=[CH:20][C:15]=1[C:12]1[N:10]2[CH:11]=[C:6]([CH:5]=[CH:4][C:3]([OH:30])=[O:2])[CH:7]=[CH:8][C:9]2=[N:14][CH:13]=1)[CH3:29]. The yield is 0.230.